This data is from Forward reaction prediction with 1.9M reactions from USPTO patents (1976-2016). The task is: Predict the product of the given reaction. (1) Given the reactants [C:1]1([C@@H:7]2[CH2:9][C@H:8]2[NH:10][CH2:11][CH:12]2[CH2:15][N:14]([C:16]([O:18][C:19]([CH3:22])([CH3:21])[CH3:20])=[O:17])[CH2:13]2)[CH:6]=[CH:5][CH:4]=[CH:3][CH:2]=1.C(Cl)Cl.CCN(C(C)C)C(C)C.Cl[C:36]([O:38][CH2:39][CH:40]=[CH2:41])=[O:37], predict the reaction product. The product is: [CH2:39]([O:38][C:36]([N:10]([CH2:11][CH:12]1[CH2:15][N:14]([C:16]([O:18][C:19]([CH3:22])([CH3:21])[CH3:20])=[O:17])[CH2:13]1)[C@@H:8]1[CH2:9][C@H:7]1[C:1]1[CH:6]=[CH:5][CH:4]=[CH:3][CH:2]=1)=[O:37])[CH:40]=[CH2:41]. (2) Given the reactants S([O:5][C:6]1[CH:11]=[CH:10][C:9]([NH:12][CH3:13])=[CH:8][CH:7]=1)(O)(=O)=O.[F:14][C:15]([F:27])([F:26])[C:16]1[CH:21]=[CH:20][C:19]([S:22](Cl)(=[O:24])=[O:23])=[CH:18][CH:17]=1.O, predict the reaction product. The product is: [OH:5][C:6]1[CH:7]=[CH:8][C:9]([N:12]([CH3:13])[S:22]([C:19]2[CH:18]=[CH:17][C:16]([C:15]([F:14])([F:26])[F:27])=[CH:21][CH:20]=2)(=[O:24])=[O:23])=[CH:10][CH:11]=1. (3) Given the reactants [CH:1]1([C:6]#[N:7])[CH2:5][CH2:4][CH2:3][CH2:2]1.[Li+].C[Si]([N-][Si](C)(C)C)(C)C.[Cl:18][CH2:19][CH2:20][CH2:21]I, predict the reaction product. The product is: [Cl:18][CH2:19][CH2:20][CH2:21][C:1]1([C:6]#[N:7])[CH2:5][CH2:4][CH2:3][CH2:2]1. (4) Given the reactants Cl.[NH2:2][OH:3].C([O-])([O-])=O.[Na+].[Na+].[C:10]([O:14][C:15](=[O:25])[NH:16][C:17]1[CH:22]=[CH:21][CH:20]=[C:19]([C:23]#[N:24])[CH:18]=1)([CH3:13])([CH3:12])[CH3:11], predict the reaction product. The product is: [C:10]([O:14][C:15](=[O:25])[NH:16][C:17]1[CH:22]=[CH:21][CH:20]=[C:19]([C:23](=[NH:24])[NH:2][OH:3])[CH:18]=1)([CH3:13])([CH3:11])[CH3:12]. (5) Given the reactants [CH2:1]([NH:4][C:5]1[C:14]2[C:9](=[CH:10][CH:11]=[C:12]([N+:15]([O-:17])=[O:16])[CH:13]=2)[N:8]=[C:7](Cl)[N:6]=1)[CH:2]=[CH2:3].[CH2:19]([NH2:22])[CH:20]=[CH2:21], predict the reaction product. The product is: [CH2:19]([NH:22][C:7]1[N:6]=[C:5]([NH:4][CH2:1][CH:2]=[CH2:3])[C:14]2[C:9](=[CH:10][CH:11]=[C:12]([N+:15]([O-:17])=[O:16])[CH:13]=2)[N:8]=1)[CH:20]=[CH2:21]. (6) Given the reactants [CH2:1]([NH:3][CH2:4][C:5]([N:7]1[CH2:12][CH2:11][S:10][C:9]2[CH:13]=[CH:14][C:15]([N+:17]([O-:19])=[O:18])=[CH:16][C:8]1=2)=[O:6])[CH3:2].C(N(CC)CC)C.[C:27](O[C:27]([O:29][C:30]([CH3:33])([CH3:32])[CH3:31])=[O:28])([O:29][C:30]([CH3:33])([CH3:32])[CH3:31])=[O:28], predict the reaction product. The product is: [CH2:1]([N:3]([CH2:4][C:5]([N:7]1[CH2:12][CH2:11][S:10][C:9]2[CH:13]=[CH:14][C:15]([N+:17]([O-:19])=[O:18])=[CH:16][C:8]1=2)=[O:6])[C:27](=[O:28])[O:29][C:30]([CH3:33])([CH3:32])[CH3:31])[CH3:2].